Dataset: Forward reaction prediction with 1.9M reactions from USPTO patents (1976-2016). Task: Predict the product of the given reaction. (1) Given the reactants [Cl:1][C:2]1[CH:7]=[CH:6][CH:5]=[CH:4][C:3]=1[C:8]1[CH:13]=[CH:12][CH:11]=[C:10]([NH:14][C:15]([C@@H:17]2[CH2:21][C@@H:20]([F:22])[CH2:19][N:18]2C(OC(C)(C)C)=O)=[O:16])[C:9]=1[F:30], predict the reaction product. The product is: [ClH:1].[Cl:1][C:2]1[CH:7]=[CH:6][CH:5]=[CH:4][C:3]=1[C:8]1[CH:13]=[CH:12][CH:11]=[C:10]([NH:14][C:15]([C@@H:17]2[CH2:21][C@@H:20]([F:22])[CH2:19][NH:18]2)=[O:16])[C:9]=1[F:30]. (2) Given the reactants C[O:2][C:3]1[C:10]([CH3:11])=[C:9]([O:12][CH3:13])[CH:8]=[CH:7][C:4]=1[CH:5]=[O:6].[Cl-].[Be+2].[Cl-].Cl, predict the reaction product. The product is: [OH:2][C:3]1[C:10]([CH3:11])=[C:9]([O:12][CH3:13])[CH:8]=[CH:7][C:4]=1[CH:5]=[O:6].